This data is from Forward reaction prediction with 1.9M reactions from USPTO patents (1976-2016). The task is: Predict the product of the given reaction. (1) Given the reactants [Cl:1][C:2]1[N:10]=[C:9]2[C:5]([N:6]=[C:7]([CH:12]=O)[N:8]2[CH3:11])=[C:4]([N:14]2[CH2:19][CH2:18][O:17][CH2:16][C@H:15]2[CH3:20])[N:3]=1.[NH:21]1[CH2:26][CH2:25][CH:24]([C:27]([OH:30])([CH3:29])[CH3:28])[CH2:23][CH2:22]1.C(O[BH-](OC(=O)C)OC(=O)C)(=O)C.[Na+], predict the reaction product. The product is: [Cl:1][C:2]1[N:10]=[C:9]2[C:5]([N:6]=[C:7]([CH2:12][N:21]3[CH2:26][CH2:25][CH:24]([C:27]([OH:30])([CH3:29])[CH3:28])[CH2:23][CH2:22]3)[N:8]2[CH3:11])=[C:4]([N:14]2[CH2:19][CH2:18][O:17][CH2:16][C@H:15]2[CH3:20])[N:3]=1. (2) Given the reactants [Cl:1][C:2]1[CH:7]=[CH:6][C:5]([S:8]([NH:11][CH:12]2[CH2:18][CH2:17][CH2:16][CH2:15][NH:14][C:13]2=[O:19])(=[O:10])=[O:9])=[CH:4][CH:3]=1.Br[CH2:21][C:22]1[CH:27]=[CH:26][C:25]([N:28]2[CH:32]=[N:31][CH:30]=[N:29]2)=[CH:24][CH:23]=1.C(=O)([O-])[O-].[K+].[K+].[I-].[K+], predict the reaction product. The product is: [Cl:1][C:2]1[CH:3]=[CH:4][C:5]([S:8]([N:11]([CH:12]2[CH2:18][CH2:17][CH2:16][CH2:15][NH:14][C:13]2=[O:19])[CH2:21][C:22]2[CH:23]=[CH:24][C:25]([N:28]3[CH:32]=[N:31][CH:30]=[N:29]3)=[CH:26][CH:27]=2)(=[O:10])=[O:9])=[CH:6][CH:7]=1.